Dataset: Full USPTO retrosynthesis dataset with 1.9M reactions from patents (1976-2016). Task: Predict the reactants needed to synthesize the given product. (1) Given the product [Br:1][C:2]1[C:3]([NH:16][CH:13]2[CH2:14][CH2:15][O:10][CH2:11][CH2:12]2)=[N:4][C:5]([Cl:8])=[N:6][CH:7]=1, predict the reactants needed to synthesize it. The reactants are: [Br:1][C:2]1[C:3](Cl)=[N:4][C:5]([Cl:8])=[N:6][CH:7]=1.[O:10]1[CH2:15][CH2:14][CH:13]([NH2:16])[CH2:12][CH2:11]1.C(N(C(C)C)C(C)C)C.C(OCC)(=O)C. (2) Given the product [CH2:19]([N:3]([CH2:1][CH3:2])[C:4](=[O:18])[C:5]1[C:10]([CH2:11][OH:12])=[CH:9][CH:8]=[C:7]([F:13])[C:6]=1[Si:14]([CH3:16])([CH3:15])[CH3:17])[CH3:20], predict the reactants needed to synthesize it. The reactants are: [CH2:1]([N:3]([CH2:19][CH3:20])[C:4](=[O:18])[C:5]1[C:10]([CH:11]=[O:12])=[CH:9][CH:8]=[C:7]([F:13])[C:6]=1[Si:14]([CH3:17])([CH3:16])[CH3:15])[CH3:2].[BH4-].[Na+]. (3) Given the product [CH2:1]([S:8][C:9]1[CH:18]=[C:17]2[C:12]([C:13]([C:26]3[C:25]([O:31][CH3:32])=[CH:24][C:23]([C:33]4[CH:38]=[CH:37][CH:36]=[C:35]([F:39])[CH:34]=4)=[C:22]([Cl:21])[CH:27]=3)=[C:14]([CH3:19])[N:15]=[CH:16]2)=[CH:11][CH:10]=1)[C:2]1[CH:7]=[CH:6][CH:5]=[CH:4][CH:3]=1, predict the reactants needed to synthesize it. The reactants are: [CH2:1]([S:8][C:9]1[CH:18]=[C:17]2[C:12]([C:13](I)=[C:14]([CH3:19])[N:15]=[CH:16]2)=[CH:11][CH:10]=1)[C:2]1[CH:7]=[CH:6][CH:5]=[CH:4][CH:3]=1.[Cl:21][C:22]1[CH:27]=[C:26](B(O)O)[C:25]([O:31][CH3:32])=[CH:24][C:23]=1[C:33]1[CH:38]=[CH:37][CH:36]=[C:35]([F:39])[CH:34]=1.C(=O)([O-])[O-].[K+].[K+]. (4) Given the product [Cl:1][C:2]1[CH:7]=[CH:6][C:5]([C:22]#[C:21][CH2:20][OH:23])=[CH:4][CH:3]=1, predict the reactants needed to synthesize it. The reactants are: [Cl:1][C:2]1[CH:7]=[CH:6][C:5](I)=[CH:4][CH:3]=1.N12CCCN=C1CCCCC2.[CH2:20]([OH:23])[C:21]#[CH:22].Cl. (5) Given the product [CH2:17]([N:24]1[CH2:29][CH2:28][O:27][CH:26]([CH2:30][CH2:33][NH:34][C:2]2[CH:7]=[C:6]([C:8]3[CH:13]=[CH:12][CH:11]=[C:10]([CH3:14])[C:9]=3[CH3:15])[N:5]=[C:4]([NH2:16])[N:3]=2)[CH2:25]1)[C:18]1[CH:19]=[CH:20][CH:21]=[CH:22][CH:23]=1, predict the reactants needed to synthesize it. The reactants are: Cl[C:2]1[CH:7]=[C:6]([C:8]2[CH:13]=[CH:12][CH:11]=[C:10]([CH3:14])[C:9]=2[CH3:15])[N:5]=[C:4]([NH2:16])[N:3]=1.[CH2:17]([N:24]1[CH2:29][CH2:28][O:27][CH:26]([CH2:30]N)[CH2:25]1)[C:18]1[CH:23]=[CH:22][CH:21]=[CH:20][CH:19]=1.C[CH2:33][N:34](C(C)C)C(C)C. (6) The reactants are: [CH2:1]([O:3][C:4](=[O:21])[C:5]([NH:7][C:8]1[CH:13]=[CH:12][C:11]([Cl:14])=[CH:10][C:9]=1[C:15](=O)[C:16]([F:19])([F:18])[F:17])=O)[CH3:2]. Given the product [CH2:1]([O:3][C:4]([C:5]1[NH:7][C:8]2[C:9]([C:15]=1[C:16]([F:19])([F:18])[F:17])=[CH:10][C:11]([Cl:14])=[CH:12][CH:13]=2)=[O:21])[CH3:2], predict the reactants needed to synthesize it. (7) The reactants are: Cl.Cl.Cl.[O:4]1[C:12]2[CH:11]=[CH:10][N:9]=[C:8]([N:13]3[CH2:18][CH2:17][N:16]([CH2:19][CH2:20][C@H:21]4[CH2:26][CH2:25][C@H:24]([NH2:27])[CH2:23][CH2:22]4)[CH2:15][CH2:14]3)[C:7]=2[CH2:6][CH2:5]1.[Cl:28][C:29]1[CH:37]=[C:36]([Cl:38])[CH:35]=[CH:34][C:30]=1[C:31](O)=[O:32]. Given the product [Cl:28][C:29]1[CH:37]=[C:36]([Cl:38])[CH:35]=[CH:34][C:30]=1[C:31]([NH:27][C@H:24]1[CH2:25][CH2:26][C@H:21]([CH2:20][CH2:19][N:16]2[CH2:17][CH2:18][N:13]([C:8]3[C:7]4[CH2:6][CH2:5][O:4][C:12]=4[CH:11]=[CH:10][N:9]=3)[CH2:14][CH2:15]2)[CH2:22][CH2:23]1)=[O:32], predict the reactants needed to synthesize it. (8) Given the product [CH3:30][O:29][C:27]([CH:26]1[CH2:31][CH2:32][N:23]([CH2:17][CH2:16][C:15]2[C:14]3[C:9](=[CH:10][CH:11]=[CH:12][CH:13]=3)[NH:8][C:7]=2[C:1]2[CH:6]=[CH:5][CH:4]=[CH:3][CH:2]=2)[CH2:24][CH2:25]1)=[O:28], predict the reactants needed to synthesize it. The reactants are: [C:1]1([C:7]2[NH:8][C:9]3[C:14]([C:15]=2[CH2:16][CH2:17]OS(C)(=O)=O)=[CH:13][CH:12]=[CH:11][CH:10]=3)[CH:6]=[CH:5][CH:4]=[CH:3][CH:2]=1.[NH:23]1[CH2:32][CH2:31][CH:26]([C:27]([O:29][CH3:30])=[O:28])[CH2:25][CH2:24]1.C(=O)([O-])O.[Na+]. (9) Given the product [CH:37]1([CH2:36][N:11]2[C:12]3[C:17](=[CH:16][C:15]([C:19]([N:21]4[CH2:25][CH2:24][CH2:23][C@H:22]4[CH2:26][N:27]4[CH2:31][CH2:30][CH2:29][CH2:28]4)=[O:20])=[CH:14][CH:13]=3)[CH:18]=[C:10]2[C:8]([N:5]2[CH2:6][CH2:7][C:2]([F:1])([F:32])[CH2:3][CH2:4]2)=[O:9])[CH2:40][CH2:39][CH2:38]1, predict the reactants needed to synthesize it. The reactants are: [F:1][C:2]1([F:32])[CH2:7][CH2:6][N:5]([C:8]([C:10]2[NH:11][C:12]3[C:17]([CH:18]=2)=[CH:16][C:15]([C:19]([N:21]2[CH2:25][CH2:24][CH2:23][C@H:22]2[CH2:26][N:27]2[CH2:31][CH2:30][CH2:29][CH2:28]2)=[O:20])=[CH:14][CH:13]=3)=[O:9])[CH2:4][CH2:3]1.[H-].[Na+].Br[CH2:36][CH:37]1[CH2:40][CH2:39][CH2:38]1. (10) Given the product [C:5]([O:9][C:10](=[O:29])[NH:11][CH2:12][C@@H:13]1[O:28][C:1](=[O:2])[N:15]([C:16]2[CH:17]=[C:18]3[C:22](=[CH:23][CH:24]=2)[N:21]([CH2:25][CH3:26])[C:20](=[O:27])[CH2:19]3)[CH2:14]1)([CH3:6])([CH3:7])[CH3:8], predict the reactants needed to synthesize it. The reactants are: [C:1](Cl)(Cl)=[O:2].[C:5]([O:9][C:10](=[O:29])[NH:11][CH2:12][C@H:13]([OH:28])[CH2:14][NH:15][C:16]1[CH:17]=[C:18]2[C:22](=[CH:23][CH:24]=1)[N:21]([CH2:25][CH3:26])[C:20](=[O:27])[CH2:19]2)([CH3:8])([CH3:7])[CH3:6].C(N(C(C)C)CC)(C)C.